Dataset: Reaction yield outcomes from USPTO patents with 853,638 reactions. Task: Predict the reaction yield, written as a fraction of the theoretical maximum amount of product (1.0 means a 100% yield; for example, 0.34 means a 34% yield). (1) The reactants are [NH2:1][C:2]1[CH:10]=[CH:9][C:8]([CH3:11])=[CH:7][C:3]=1[C:4]([OH:6])=[O:5].[O:12]([C:19]1[CH:24]=[CH:23][C:22]([N:25]=[C:26]=O)=[CH:21][CH:20]=1)[C:13]1[CH:18]=[CH:17][CH:16]=[CH:15][CH:14]=1.C(Cl)CCl. The catalyst is C1COCC1.CN(C=O)C. The product is [CH3:11][C:8]1[CH:9]=[CH:10][C:2]2[N:1]=[C:26]([NH:25][C:22]3[CH:23]=[CH:24][C:19]([O:12][C:13]4[CH:14]=[CH:15][CH:16]=[CH:17][CH:18]=4)=[CH:20][CH:21]=3)[O:5][C:4](=[O:6])[C:3]=2[CH:7]=1. The yield is 0.400. (2) The reactants are Cl[C:2]([O:4][CH2:5][CH3:6])=[O:3].[NH2:7][C:8]1[CH:13]=[C:12]([O:14][CH2:15][C:16]2[CH:21]=[CH:20][CH:19]=[CH:18][CH:17]=2)[CH:11]=[CH:10][C:9]=1[S:22]([NH:25][C:26]1[CH:27]=[CH:28][C:29]2[CH2:33][O:32][B:31]([OH:34])[C:30]=2[CH:35]=1)(=[O:24])=[O:23]. The catalyst is C(Cl)Cl. The product is [CH2:15]([O:14][C:12]1[CH:11]=[CH:10][C:9]([S:22](=[O:24])(=[O:23])[NH:25][C:26]2[CH:27]=[CH:28][C:29]3[CH2:33][O:32][B:31]([OH:34])[C:30]=3[CH:35]=2)=[C:8]([NH:7][C:2](=[O:3])[O:4][CH2:5][CH3:6])[CH:13]=1)[C:16]1[CH:17]=[CH:18][CH:19]=[CH:20][CH:21]=1. The yield is 0.170. (3) The reactants are I[C:2]1[CH:28]=[CH:27][C:5]2[N:6]([CH2:9][C:10]3[CH:26]=[CH:25][C:13]4[N:14]=[C:15]([NH:17][C@@H:18]5[CH2:23][CH2:22][CH2:21][CH2:20][C@H:19]5[OH:24])[S:16][C:12]=4[CH:11]=3)[CH:7]=[N:8][C:4]=2[CH:3]=1.[O:29]1[CH2:34][CH:33]=[C:32](B2OC(C)(C)C(C)(C)O2)[CH2:31][CH2:30]1.C([O-])([O-])=O.[Na+].[Na+].O1CCOCC1. The catalyst is C1C=CC(P(C2C=CC=CC=2)[C-]2C=CC=C2)=CC=1.C1C=CC(P(C2C=CC=CC=2)[C-]2C=CC=C2)=CC=1.Cl[Pd]Cl.[Fe+2].O. The product is [O:29]1[CH2:30][CH:31]=[C:32]([C:2]2[CH:28]=[CH:27][C:5]3[N:6]([CH2:9][C:10]4[CH:26]=[CH:25][C:13]5[N:14]=[C:15]([NH:17][C@@H:18]6[CH2:23][CH2:22][CH2:21][CH2:20][C@H:19]6[OH:24])[S:16][C:12]=5[CH:11]=4)[CH:7]=[N:8][C:4]=3[CH:3]=2)[CH2:33][CH2:34]1. The yield is 0.200. (4) The reactants are [Cl:1][C:2]1[CH:7]=[CH:6][C:5]([C:8]2[O:9][C:10]3[CH:21]=[CH:20][C:19]([OH:22])=[CH:18][C:11]=3[C:12]=2[C:13]([O:15][CH2:16][CH3:17])=[O:14])=[CH:4][CH:3]=1.[CH:23](Br)([CH3:25])[CH3:24].C(=O)([O-])[O-].[Cs+].[Cs+].[NH4+]. The catalyst is CN1C(=O)CCC1.O. The product is [Cl:1][C:2]1[CH:3]=[CH:4][C:5]([C:8]2[O:9][C:10]3[CH:21]=[CH:20][C:19]([O:22][CH:23]([CH3:25])[CH3:24])=[CH:18][C:11]=3[C:12]=2[C:13]([O:15][CH2:16][CH3:17])=[O:14])=[CH:6][CH:7]=1. The yield is 0.820. (5) The reactants are [CH:1]1([N:6]2[C:11]3[N:12]=[C:13](S(C)=O)[N:14]=[CH:15][C:10]=3[CH:9]=[C:8]([CH2:19][O:20][CH2:21][CH2:22][O:23][CH3:24])[C:7]2=[O:25])[CH2:5][CH2:4][CH2:3][CH2:2]1.[C:26]([O:30][C:31]([N:33]1[CH2:38][CH2:37][N:36]([C:39]2[CH:40]=[N:41][C:42]([NH2:45])=[CH:43][CH:44]=2)[CH2:35][CH2:34]1)=[O:32])([CH3:29])([CH3:28])[CH3:27]. The catalyst is C1(C)C=CC=CC=1. The product is [C:26]([O:30][C:31]([N:33]1[CH2:38][CH2:37][N:36]([C:39]2[CH:40]=[N:41][C:42]([NH:45][C:13]3[N:14]=[CH:15][C:10]4[CH:9]=[C:8]([CH2:19][O:20][CH2:21][CH2:22][O:23][CH3:24])[C:7](=[O:25])[N:6]([CH:1]5[CH2:5][CH2:4][CH2:3][CH2:2]5)[C:11]=4[N:12]=3)=[CH:43][CH:44]=2)[CH2:35][CH2:34]1)=[O:32])([CH3:29])([CH3:27])[CH3:28]. The yield is 0.147.